Dataset: Reaction yield outcomes from USPTO patents with 853,638 reactions. Task: Predict the reaction yield, written as a fraction of the theoretical maximum amount of product (1.0 means a 100% yield; for example, 0.34 means a 34% yield). (1) The reactants are [H-].[Na+].[NH2:3][C@@H:4]1[C:13]2[C:8](=[CH:9][CH:10]=[CH:11][CH:12]=2)[C@H:7]([OH:14])[CH2:6][CH2:5]1.F[C:16]1[CH:17]=[CH:18][C:19]2[N:20]([C:22]([C:25]3([N:30]([CH3:32])[CH3:31])[CH2:29][CH2:28][CH2:27][CH2:26]3)=[N:23][N:24]=2)[CH:21]=1. The catalyst is CN(C=O)C. The product is [CH3:31][N:30]([CH3:32])[C:25]1([C:22]2[N:20]3[CH:21]=[C:16]([O:14][C@H:7]4[C:8]5[C:13](=[CH:12][CH:11]=[CH:10][CH:9]=5)[C@@H:4]([NH2:3])[CH2:5][CH2:6]4)[CH:17]=[CH:18][C:19]3=[N:24][N:23]=2)[CH2:29][CH2:28][CH2:27][CH2:26]1. The yield is 0.650. (2) The reactants are [NH2:1][C:2]1[CH:7]=[CH:6][C:5]([Br:8])=[CH:4][C:3]=1[NH2:9].[CH3:10][C:11]([O:14][C:15](O[C:15]([O:14][C:11]([CH3:13])([CH3:12])[CH3:10])=[O:16])=[O:16])([CH3:13])[CH3:12]. The product is [Br:8][C:5]1[CH:6]=[CH:7][C:2]([NH:1][C:15](=[O:16])[O:14][C:11]([CH3:13])([CH3:12])[CH3:10])=[C:3]([NH:9][C:15](=[O:16])[O:14][C:11]([CH3:13])([CH3:12])[CH3:10])[CH:4]=1. The yield is 0.840. The catalyst is CCO. (3) The reactants are [Cl:1][C:2]1[C:11]2[C:10]([C:12]3[CH:18]=[CH:17][C:15]([NH2:16])=[CH:14][CH:13]=3)=[CH:9][CH:8]=[CH:7][C:6]=2[N:5]=[C:4]2[CH:19]=[N:20][N:21]([CH3:22])[C:3]=12.C(=O)([O-])[OH:24].[Na+]. The catalyst is C(O)(=O)C. The product is [ClH:1].[NH2:16][C:15]1[CH:17]=[CH:18][C:12]([C:10]2[C:11]3[C:2](=[O:24])[C:3]4[N:21]([CH3:22])[N:20]=[CH:19][C:4]=4[NH:5][C:6]=3[CH:7]=[CH:8][CH:9]=2)=[CH:13][CH:14]=1. The yield is 0.460. (4) The reactants are [Cl:1][C:2]1[C:11]2[C:6](=[CH:7][C:8]([N:12]([CH3:14])[CH3:13])=[CH:9][CH:10]=2)[N:5]=[C:4]([CH:15]=[O:16])[CH:3]=1.[BH4-].[Na+]. The catalyst is C(O)C. The product is [Cl:1][C:2]1[C:11]2[C:6](=[CH:7][C:8]([N:12]([CH3:13])[CH3:14])=[CH:9][CH:10]=2)[N:5]=[C:4]([CH2:15][OH:16])[CH:3]=1. The yield is 0.600. (5) The reactants are [CH3:1][S:2](Cl)(=[O:4])=[O:3].[S:6]1[C:10]2[CH:11]=[C:12]([NH2:15])[CH:13]=[CH:14][C:9]=2[N:8]=[CH:7]1. The catalyst is N1C=CC=CC=1. The product is [S:6]1[C:10]2[CH:11]=[C:12]([NH:15][S:2]([CH3:1])(=[O:4])=[O:3])[CH:13]=[CH:14][C:9]=2[N:8]=[CH:7]1. The yield is 0.910. (6) The reactants are [NH2:1][CH2:2][CH2:3][NH:4][C@@H:5]([C@@H:13]([CH3:16])[CH2:14][CH3:15])[C:6]([O:8][C:9]([CH3:12])([CH3:11])[CH3:10])=[O:7].[CH:17]([C:20]1[S:21][CH:22]=[C:23]([CH:25]=O)[N:24]=1)([CH3:19])[CH3:18].[BH4-].[Na+].[N+](C1C=C[C:35]([O:38]C(=O)OC2C=CC([N+]([O-])=O)=CC=2)=CC=1)([O-])=O. The catalyst is C1C=CC=CC=1.CO. The product is [CH:17]([C:20]1[S:21][CH:22]=[C:23]([CH2:25][N:1]2[CH2:2][CH2:3][N:4]([C@@H:5]([C@@H:13]([CH3:16])[CH2:14][CH3:15])[C:6]([O:8][C:9]([CH3:10])([CH3:11])[CH3:12])=[O:7])[C:35]2=[O:38])[N:24]=1)([CH3:18])[CH3:19]. The yield is 0.750. (7) The reactants are [NH:1]1[CH:5]=[CH:4][N:3]=[CH:2]1.[CH:6](OCC)([O:10][CH2:11][CH3:12])[O:7][CH2:8][CH3:9].O.C1(C)C=CC(S(O)(=O)=O)=CC=1. No catalyst specified. The product is [CH2:8]([O:7][CH:6]([O:10][CH2:11][CH3:12])[N:1]1[CH:5]=[CH:4][N:3]=[CH:2]1)[CH3:9]. The yield is 0.670.